From a dataset of Reaction yield outcomes from USPTO patents with 853,638 reactions. Predict the reaction yield, written as a fraction of the theoretical maximum amount of product (1.0 means a 100% yield; for example, 0.34 means a 34% yield). (1) The reactants are [F:1][C:2]1[CH:7]=[CH:6][CH:5]=[CH:4][C:3]=1[C:8]1[N:9]=[N:10][N:11]([CH3:13])[CH:12]=1.C([Li])CCC.CN([CH:22]=[O:23])C. The catalyst is C1COCC1. The product is [F:1][C:2]1[CH:7]=[CH:6][CH:5]=[CH:4][C:3]=1[C:8]1[N:9]=[N:10][N:11]([CH3:13])[C:12]=1[CH:22]=[O:23]. The yield is 0.677. (2) The reactants are C([C:4]1[CH:9]=[CH:8][C:7]([N:10]2[C:14]([I:15])=[CH:13][C:12]([C:16]3[CH:25]=[CH:24][C:19]([C:20]([O:22][CH3:23])=[O:21])=[CH:18][CH:17]=3)=[N:11]2)=[CH:6][CH:5]=1)(=O)N.[H-].[Na+].CI.[CH3:30][N:31]([CH:33]=[O:34])[CH3:32]. No catalyst specified. The product is [CH3:30][N:31]([CH3:32])[C:33]([C:4]1[CH:5]=[CH:6][C:7]([N:10]2[C:14]([I:15])=[CH:13][C:12]([C:16]3[CH:25]=[CH:24][C:19]([C:20]([O:22][CH3:23])=[O:21])=[CH:18][CH:17]=3)=[N:11]2)=[CH:8][CH:9]=1)=[O:34]. The yield is 0.740. (3) The reactants are [ClH:1].C(N(CC)CCNC(C1C=CC2C(=CC=C(I)C=2)C=1)=O)C.[CH2:23]([N:25]([CH2:42][CH3:43])[CH2:26][CH2:27][NH:28][C:29]([C:31]1[CH:40]=[CH:39][C:38]2[C:33](=[CH:34][CH:35]=[C:36]([I:41])[CH:37]=2)[N:32]=1)=[O:30])[CH3:24]. No catalyst specified. The product is [ClH:1].[ClH:1].[CH2:42]([N:25]([CH2:23][CH3:24])[CH2:26][CH2:27][NH:28][C:29]([C:31]1[CH:40]=[CH:39][C:38]2[C:33](=[CH:34][CH:35]=[C:36]([I:41])[CH:37]=2)[N:32]=1)=[O:30])[CH3:43]. The yield is 0.690.